Dataset: Peptide-MHC class II binding affinity with 134,281 pairs from IEDB. Task: Regression. Given a peptide amino acid sequence and an MHC pseudo amino acid sequence, predict their binding affinity value. This is MHC class II binding data. (1) The peptide sequence is KVDTRAKDPPAGTRK. The MHC is HLA-DQA10501-DQB10302 with pseudo-sequence HLA-DQA10501-DQB10302. The binding affinity (normalized) is 0. (2) The peptide sequence is WLLIEVLKGMKTTSE. The MHC is DRB1_0901 with pseudo-sequence DRB1_0901. The binding affinity (normalized) is 0.548. (3) The peptide sequence is LRAEQASQEVKNWMTETL. The MHC is DRB1_0101 with pseudo-sequence DRB1_0101. The binding affinity (normalized) is 0.257.